Regression. Given a peptide amino acid sequence and an MHC pseudo amino acid sequence, predict their binding affinity value. This is MHC class I binding data. From a dataset of Peptide-MHC class I binding affinity with 185,985 pairs from IEDB/IMGT. (1) The peptide sequence is NCLTLLLSV. The MHC is HLA-A02:03 with pseudo-sequence HLA-A02:03. The binding affinity (normalized) is 0.486. (2) The MHC is HLA-B15:01 with pseudo-sequence HLA-B15:01. The peptide sequence is IHDFVDKTL. The binding affinity (normalized) is 0.0847. (3) The peptide sequence is RFIIFLFI. The MHC is H-2-Kb with pseudo-sequence H-2-Kb. The binding affinity (normalized) is 0.0735. (4) The peptide sequence is KRRWRRRWQQ. The MHC is HLA-B27:05 with pseudo-sequence HLA-B27:05. The binding affinity (normalized) is 0.558. (5) The peptide sequence is FTDNNELEF. The MHC is HLA-A01:01 with pseudo-sequence HLA-A01:01. The binding affinity (normalized) is 0.936. (6) The peptide sequence is GPIGKLIA. The MHC is H-2-Db with pseudo-sequence H-2-Db. The binding affinity (normalized) is 0.